Dataset: Reaction yield outcomes from USPTO patents with 853,638 reactions. Task: Predict the reaction yield, written as a fraction of the theoretical maximum amount of product (1.0 means a 100% yield; for example, 0.34 means a 34% yield). (1) The reactants are C(OC([N:8]1[CH2:13][CH2:12][N:11]([CH2:14][CH2:15][CH2:16][O:17][C:18]2[CH:23]=[CH:22][C:21]([C:24]3[NH:28][C:27]4[CH:29]=[C:30]([F:34])[C:31]([Cl:33])=[CH:32][C:26]=4[N:25]=3)=[CH:20][C:19]=2[Cl:35])[CH2:10][CH2:9]1)=O)(C)(C)C.C(OC(N1CCN(CCCOC2C=CC(C=O)=CC=2Cl)CC1)=O)(C)(C)C.ClC1C=C(N)C(N)=CC=1F. No catalyst specified. The product is [Cl:33][C:31]1[C:30]([F:34])=[CH:29][C:27]2[NH:28][C:24]([C:21]3[CH:22]=[CH:23][C:18]([O:17][CH2:16][CH2:15][CH2:14][N:11]4[CH2:10][CH2:9][NH:8][CH2:13][CH2:12]4)=[C:19]([Cl:35])[CH:20]=3)=[N:25][C:26]=2[CH:32]=1. The yield is 0.150. (2) The reactants are C([O:3][C:4]([C:6]1[C:7]([C:12]2[CH:17]=[CH:16][C:15]([F:18])=[CH:14][C:13]=2[F:19])=[N:8][O:9][C:10]=1[CH3:11])=O)C.C(OC(C1C(C2C=CC=CC=2F)=NOC=1C)=O)C. No catalyst specified. The product is [F:19][C:13]1[CH:14]=[C:15]([F:18])[CH:16]=[CH:17][C:12]=1[C:7]1[C:6]([CH2:4][OH:3])=[C:10]([CH3:11])[O:9][N:8]=1. The yield is 0.390. (3) The reactants are [Cl:1][C:2]1[N:3]=[C:4]([C:9]([NH:11][C@H:12]2[CH2:17][CH2:16][N:15]([C:18](OC(C)(C)C)=O)[CH2:14][C@H:13]2[NH:25][CH2:26][CH3:27])=[O:10])[NH:5][C:6]=1[CH2:7][CH3:8].Cl.O1CCOCC1.BrC1[S:37][C:38]([C:42]([O:44][CH2:45][CH3:46])=[O:43])=[C:39]([CH3:41])[N:40]=1.C(=O)([O-])[O-].[Na+].[Na+]. No catalyst specified. The product is [Cl:1][C:2]1[N:3]=[C:4]([C:9]([NH:11][C@H:12]2[CH2:17][CH2:16][N:15]([C:18]3[S:37][C:38]([C:42]([O:44][CH2:45][CH3:46])=[O:43])=[C:39]([CH3:41])[N:40]=3)[CH2:14][C@H:13]2[NH:25][CH2:26][CH3:27])=[O:10])[NH:5][C:6]=1[CH2:7][CH3:8]. The yield is 0.230. (4) The reactants are [CH2:1]([O:3][C:4]1[CH:9]=[CH:8][CH:7]=[CH:6][C:5]=1[C:10]1[N:15]=[CH:14][N:13]=[C:12]([NH:16][C:17]([CH:19]2[CH2:24][CH2:23]N[CH2:21][CH2:20]2)=[O:18])[CH:11]=1)[CH3:2].[CH2:25]=O.[BH3-][C:28]#[N:29].[Na+]. No catalyst specified. The product is [CH2:1]([O:3][C:4]1[CH:9]=[CH:8][CH:7]=[CH:6][C:5]=1[C:10]1[N:15]=[CH:14][N:13]=[C:12]([NH:16][C:17]([CH:19]2[CH2:24][CH2:23][N:29]([CH2:28][CH3:25])[CH2:21][CH2:20]2)=[O:18])[CH:11]=1)[CH3:2]. The yield is 0.660. (5) The reactants are C[O:2][C:3](=[O:32])[CH:4]=[C:5]([C:7]1[CH:31]=[CH:30][C:10]2[S:11][CH:12]=[C:13]([C:14]3[CH:19]=[C:18]([CH:20]([CH3:22])[CH3:21])[CH:17]=[C:16]([CH:23]([CH3:25])[CH3:24])[C:15]=3[O:26]COC)[C:9]=2[CH:8]=1)[CH3:6].Cl. The yield is 0.890. The product is [OH:26][C:15]1[C:16]([CH:23]([CH3:24])[CH3:25])=[CH:17][C:18]([CH:20]([CH3:22])[CH3:21])=[CH:19][C:14]=1[C:13]1[C:9]2[CH:8]=[C:7]([C:5]([CH3:6])=[CH:4][C:3]([OH:32])=[O:2])[CH:31]=[CH:30][C:10]=2[S:11][CH:12]=1. The catalyst is CO.[OH-].[Na+]. (6) The reactants are Cl.[NH2:2][CH2:3][C:4]([N:6]([CH:14]([C:24]1[CH:29]=[CH:28][CH:27]=[CH:26][C:25]=1[Cl:30])[C:15]([NH:17][CH:18]1[CH2:21][C:20]([F:23])([F:22])[CH2:19]1)=[O:16])[C:7]1[CH:12]=[CH:11][CH:10]=[C:9]([F:13])[CH:8]=1)=[O:5].Cl[C:32]([O:34][CH3:35])=[O:33]. The catalyst is C([O-])(O)=O.[Na+].C1COCC1. The product is [Cl:30][C:25]1[CH:26]=[CH:27][CH:28]=[CH:29][C:24]=1[CH:14]([N:6]([C:7]1[CH:12]=[CH:11][CH:10]=[C:9]([F:13])[CH:8]=1)[C:4](=[O:5])[CH2:3][NH:2][C:32](=[O:33])[O:34][CH3:35])[C:15]([NH:17][CH:18]1[CH2:19][C:20]([F:23])([F:22])[CH2:21]1)=[O:16]. The yield is 0.600. (7) The reactants are [CH2:1]([N:8]1[CH2:13][CH2:12][N:11]([C:14]2[N:18]=[C:17](Cl)[S:16][N:15]=2)[CH2:10][CH2:9]1)[C:2]1[CH:7]=[CH:6][CH:5]=[CH:4][CH:3]=1.FC(F)(F)C(O)=O.[O:27]1[C:31]2[CH:32]=[CH:33][CH:34]=[CH:35][C:30]=2[C:29]([NH:36][C:37]([N:39]2[CH2:44][CH2:43][NH:42][CH2:41][CH2:40]2)=[O:38])=[N:28]1.C(N(CC)CC)C.O. The catalyst is CN(C)C=O. The product is [O:27]1[C:31]2[CH:32]=[CH:33][CH:34]=[CH:35][C:30]=2[C:29]([NH:36][C:37]([N:39]2[CH2:44][CH2:43][N:42]([C:17]3[S:16][N:15]=[C:14]([N:11]4[CH2:12][CH2:13][N:8]([CH2:1][C:2]5[CH:7]=[CH:6][CH:5]=[CH:4][CH:3]=5)[CH2:9][CH2:10]4)[N:18]=3)[CH2:41][CH2:40]2)=[O:38])=[N:28]1. The yield is 0.405.